This data is from Forward reaction prediction with 1.9M reactions from USPTO patents (1976-2016). The task is: Predict the product of the given reaction. (1) Given the reactants [Br:1][C:2]1[CH:11]=[C:10]2[C:5]([CH:6]=[CH:7][C:8]([OH:12])=[CH:9]2)=[CH:4][CH:3]=1.N1C=CN=C1.[Si:18](Cl)([C:21]([CH3:24])([CH3:23])[CH3:22])([CH3:20])[CH3:19], predict the reaction product. The product is: [Br:1][C:2]1[CH:3]=[CH:4][C:5]2[C:10](=[CH:9][C:8]([O:12][Si:18]([C:21]([CH3:24])([CH3:23])[CH3:22])([CH3:20])[CH3:19])=[CH:7][CH:6]=2)[CH:11]=1. (2) Given the reactants [NH2:1][C@H:2]1[C:11]2[C:6](=[CH:7][CH:8]=[C:9]([N:12]3[CH2:17][CH2:16][O:15][CH2:14][CH2:13]3)[CH:10]=2)[N:5]([C:18](=[O:20])[CH3:19])[C@@H:4]([CH2:21][CH3:22])[C@@H:3]1[CH3:23].C(N(CC)C(C)C)(C)C.F[C:34]1[CH:41]=[CH:40][C:37]([C:38]#[N:39])=[CH:36][N:35]=1, predict the reaction product. The product is: [C:18]([N:5]1[C:6]2[C:11](=[CH:10][C:9]([N:12]3[CH2:13][CH2:14][O:15][CH2:16][CH2:17]3)=[CH:8][CH:7]=2)[C@H:2]([NH:1][C:34]2[CH:41]=[CH:40][C:37]([C:38]#[N:39])=[CH:36][N:35]=2)[C@@H:3]([CH3:23])[C@@H:4]1[CH2:21][CH3:22])(=[O:20])[CH3:19]. (3) Given the reactants [CH2:1]([C@@H:8]1[CH2:12][O:11][C:10](=[O:13])[N:9]1[C:14](=[O:29])[C@H:15]([CH2:19][C:20]1[CH:25]=[C:24]([CH3:26])[C:23]([F:27])=[C:22]([CH3:28])[CH:21]=1)[CH2:16]C=C)[C:2]1[CH:7]=[CH:6][CH:5]=[CH:4][CH:3]=1.[F:30][C:31]1[CH:36]=[CH:35][C:34]([CH2:37][CH2:38][CH2:39][NH:40][CH3:41])=[CH:33][CH:32]=1.[C:42](O)(=O)C.[BH-](OC(C)=O)(OC(C)=O)OC(C)=O.[Na+], predict the reaction product. The product is: [CH2:1]([C@@H:8]1[CH2:12][O:11][C:10](=[O:13])[N:9]1[C:14](=[O:29])[C@@H:15]([CH2:19][C:20]1[CH:25]=[C:24]([CH3:26])[C:23]([F:27])=[C:22]([CH3:28])[CH:21]=1)[CH2:16][CH2:41][N:40]([CH2:39][CH2:38][CH2:37][C:34]1[CH:33]=[CH:32][C:31]([F:30])=[CH:36][CH:35]=1)[CH3:42])[C:2]1[CH:3]=[CH:4][CH:5]=[CH:6][CH:7]=1. (4) The product is: [NH:3]1[CH:4]=[C:5]([C:6]2[CH:7]=[C:8]([NH2:9])[NH:11][N:12]=2)[N:1]=[CH:2]1. Given the reactants [NH:1]1[C:5]([C:6](=O)[CH2:7][C:8]#[N:9])=[CH:4][N:3]=[CH:2]1.[NH2:11][NH2:12].O, predict the reaction product. (5) Given the reactants [CH3:1][O:2][C:3](=[O:20])[NH:4][C:5]1[S:6][C:7]2[C:13]([C:14](=O)[CH2:15]Br)=[CH:12][CH:11]=[C:10]([O:18][CH3:19])[C:8]=2[N:9]=1.[C:21]([NH2:24])(=[S:23])[CH3:22], predict the reaction product. The product is: [CH3:1][O:2][C:3](=[O:20])[NH:4][C:5]1[S:6][C:7]2[C:13]([C:14]3[N:24]=[C:21]([CH3:22])[S:23][CH:15]=3)=[CH:12][CH:11]=[C:10]([O:18][CH3:19])[C:8]=2[N:9]=1. (6) Given the reactants [F:1][C:2]1[CH:7]=[CH:6][C:5]([C:8](=[O:19])[CH2:9][C:10]2[CH:18]=[CH:17][C:13](C(O)=O)=[CH:12][CH:11]=2)=[CH:4][CH:3]=1.CN(C1C2C([N:33]([CH3:35])C)=CC=CC=2C=CC=1)C.C1(P(N=[N+]=[N-])(C2C=CC=CC=2)=[O:43])C=CC=CC=1.[CH3:53][C:54]1[CH:60]=[CH:59][C:58]([CH3:61])=[CH:57][C:55]=1[NH2:56], predict the reaction product. The product is: [CH3:53][C:54]1[CH:60]=[CH:59][C:58]([CH3:61])=[CH:57][C:55]=1[N:56]([C:13]1[CH:12]=[CH:11][C:10]([CH2:9][C:8]([C:5]2[CH:4]=[CH:3][C:2]([F:1])=[CH:7][CH:6]=2)=[O:19])=[CH:18][CH:17]=1)[C:35]([NH2:33])=[O:43].